This data is from Reaction yield outcomes from USPTO patents with 853,638 reactions. The task is: Predict the reaction yield, written as a fraction of the theoretical maximum amount of product (1.0 means a 100% yield; for example, 0.34 means a 34% yield). The product is [C:4]([C:5]([C:28]1[CH:33]=[CH:32][CH:31]=[CH:30][CH:29]=1)([CH3:34])[CH2:6][CH2:7][CH2:8][CH2:9][S:10][CH2:11][CH2:12][CH2:13][CH2:14][C:15]([CH3:16])([C:17]1[CH:18]=[CH:19][CH:20]=[CH:21][CH:22]=1)[C:23]([OH:25])=[O:24])([OH:35])=[O:3]. The yield is 0.680. The reactants are C([O:3][C:4](=[O:35])[C:5]([CH3:34])([C:28]1[CH:33]=[CH:32][CH:31]=[CH:30][CH:29]=1)[CH2:6][CH2:7][CH2:8][CH2:9][S:10][CH2:11][CH2:12][CH2:13][CH2:14][C:15]([C:23]([O:25]CC)=[O:24])([C:17]1[CH:22]=[CH:21][CH:20]=[CH:19][CH:18]=1)[CH3:16])C.[OH-].[Na+]. The catalyst is C(O)C.O.